From a dataset of Catalyst prediction with 721,799 reactions and 888 catalyst types from USPTO. Predict which catalyst facilitates the given reaction. (1) Reactant: Br[C:2]1[CH:18]=[CH:17][C:5]2[N:6]([C:10]3[CH:15]=[CH:14][C:13]([F:16])=[CH:12][CH:11]=3)[C:7]([CH3:9])=[N:8][C:4]=2[CH:3]=1.C([Li])CCC.[F:24][C:25]([F:39])([F:38])[C:26]([C:28]1[C:36]2[C:31](=[CH:32][CH:33]=[CH:34][CH:35]=2)[N:30]([CH3:37])[CH:29]=1)=[O:27]. Product: [F:39][C:25]([F:24])([F:38])[C:26]([C:2]1[CH:18]=[CH:17][C:5]2[N:6]([C:10]3[CH:15]=[CH:14][C:13]([F:16])=[CH:12][CH:11]=3)[C:7]([CH3:9])=[N:8][C:4]=2[CH:3]=1)([C:28]1[C:36]2[C:31](=[CH:32][CH:33]=[CH:34][CH:35]=2)[N:30]([CH3:37])[CH:29]=1)[OH:27]. The catalyst class is: 1. (2) Reactant: [CH:1]1([C:4]([NH:6][C:7]2[C:8]([O:24][CH3:25])=[N:9][C:10]([C:14]3[C:19]([O:20][CH3:21])=[CH:18][C:17]([CH3:22])=[CH:16][C:15]=3[CH3:23])=[N:11][C:12]=2[CH3:13])=[O:5])[CH2:3][CH2:2]1.I[CH2:27][CH2:28][CH3:29].[H-].[Na+]. Product: [CH:1]1([C:4]([N:6]([C:7]2[C:8]([O:24][CH3:25])=[N:9][C:10]([C:14]3[C:19]([O:20][CH3:21])=[CH:18][C:17]([CH3:22])=[CH:16][C:15]=3[CH3:23])=[N:11][C:12]=2[CH3:13])[CH2:27][CH2:28][CH3:29])=[O:5])[CH2:3][CH2:2]1. The catalyst class is: 3. (3) Reactant: [CH3:1][N:2]([CH2:18][CH2:19][CH2:20][CH2:21][N:22]1C(=O)C2C(=CC=CC=2)C1=O)[CH2:3][CH2:4][CH2:5][CH2:6][N:7]1C(=O)C2C(=CC=CC=2)C1=O.O.NN. Product: [NH2:22][CH2:21][CH2:20][CH2:19][CH2:18][N:2]([CH3:1])[CH2:3][CH2:4][CH2:5][CH2:6][NH2:7]. The catalyst class is: 8.